From a dataset of Full USPTO retrosynthesis dataset with 1.9M reactions from patents (1976-2016). Predict the reactants needed to synthesize the given product. (1) Given the product [NH2:16][CH2:15][CH2:14][CH2:13][O:1][C:2]1[CH:3]=[CH:4][C:5]([C:6]([NH:28][CH2:27][CH:26]([CH3:29])[CH3:25])=[O:8])=[CH:10][CH:11]=1, predict the reactants needed to synthesize it. The reactants are: [OH:1][C:2]1[CH:11]=[CH:10][C:5]([C:6]([O:8]C)=O)=[CH:4][CH:3]=1.Br[CH2:13][CH2:14][CH2:15][NH2:16].C([O-])([O-])=O.[K+].[K+].[OH-].[K+].[CH3:25][CH:26]([CH3:29])[CH2:27][NH2:28].C1CCC(N=C=NC2CCCCC2)CC1.C1C=CC2N(O)N=NC=2C=1. (2) Given the product [OH:8][C:9]1[CH:22]=[CH:21][C:12]([CH2:13][N:14]2[CH2:18][C@@H:17]([CH3:19])[O:16][C:15]2=[O:20])=[CH:11][CH:10]=1, predict the reactants needed to synthesize it. The reactants are: [Si]([O:8][C:9]1[CH:22]=[CH:21][C:12]([CH2:13][N:14]2[CH2:18][C@@H:17]([CH3:19])[O:16][C:15]2=[O:20])=[CH:11][CH:10]=1)(C(C)(C)C)(C)C.[F-].[K+].O.Cl.